Predict which catalyst facilitates the given reaction. From a dataset of Catalyst prediction with 721,799 reactions and 888 catalyst types from USPTO. (1) Reactant: [CH:1]1[C:5]2[C:6]([Cl:10])=[N:7][CH:8]=[N:9][C:4]=2[NH:3][CH:2]=1.ClC(Cl)(O[C:15](=[O:21])OC(Cl)(Cl)Cl)Cl.CCN(C(C)C)C(C)C.[NH2:32][C:33]1[CH:34]=[C:35]([NH:40][C:41](=[O:58])[C:42]2[CH:47]=[C:46]([C:48]([F:51])([F:50])[F:49])[CH:45]=[C:44]([N:52]3[CH:56]=[C:55]([CH3:57])[N:54]=[CH:53]3)[CH:43]=2)[CH:36]=[CH:37][C:38]=1[CH3:39]. Product: [CH3:39][C:38]1[CH:37]=[CH:36][C:35]([NH:40][C:41](=[O:58])[C:42]2[CH:47]=[C:46]([C:48]([F:49])([F:50])[F:51])[CH:45]=[C:44]([N:52]3[CH:56]=[C:55]([CH3:57])[N:54]=[CH:53]3)[CH:43]=2)=[CH:34][C:33]=1[NH:32][C:15]([N:3]1[C:4]2[N:9]=[CH:8][N:7]=[C:6]([Cl:10])[C:5]=2[CH:1]=[CH:2]1)=[O:21]. The catalyst class is: 1. (2) Reactant: C([NH:5][S:6]([C:9]1[S:10][C:11]([C:14]2[N:19]=[C:18]([NH:20][C:21]3[CH:25]=[C:24]([C:26]([CH3:29])([CH3:28])[CH3:27])[NH:23][N:22]=3)[C:17]([Cl:30])=[CH:16][N:15]=2)=[CH:12][CH:13]=1)(=[O:8])=[O:7])(C)(C)C.B(Cl)(Cl)Cl.O.CC(=O)OCC. Product: [C:26]([C:24]1[NH:23][N:22]=[C:21]([NH:20][C:18]2[C:17]([Cl:30])=[CH:16][N:15]=[C:14]([C:11]3[S:10][C:9]([S:6]([NH2:5])(=[O:8])=[O:7])=[CH:13][CH:12]=3)[N:19]=2)[CH:25]=1)([CH3:29])([CH3:27])[CH3:28]. The catalyst class is: 2. (3) Reactant: [CH2:1]([N:8]([CH2:15][C:16]1[C:21](Cl)=[N:20][C:19]([N:23]([CH3:28])[CH:24]([CH3:27])[CH2:25][CH3:26])=[CH:18][N:17]=1)[CH2:9][C@@H:10]([OH:14])[CH2:11][O:12][CH3:13])[C:2]1[CH:7]=[CH:6][CH:5]=[CH:4][CH:3]=1.CC(C)([O-])C.[K+].O. Product: [CH2:1]([N:8]1[CH2:15][C:16]2[N:17]=[CH:18][C:19]([N:23]([CH3:28])[CH:24]([CH3:27])[CH2:25][CH3:26])=[N:20][C:21]=2[O:14][C@@H:10]([CH2:11][O:12][CH3:13])[CH2:9]1)[C:2]1[CH:7]=[CH:6][CH:5]=[CH:4][CH:3]=1. The catalyst class is: 3. (4) Reactant: [N+:1]([C:4]1[CH:9]=[CH:8][C:7]([CH:10]2[CH2:15][CH2:14][C:13](=[O:16])[CH2:12][CH2:11]2)=[CH:6][CH:5]=1)([O-])=O.[Cl-].[NH4+]. Product: [NH2:1][C:4]1[CH:5]=[CH:6][C:7]([CH:10]2[CH2:11][CH2:12][C:13](=[O:16])[CH2:14][CH2:15]2)=[CH:8][CH:9]=1. The catalyst class is: 190. (5) Reactant: [CH3:1][O:2][C:3](=[O:28])[C:4]([NH:17]C(OCC1C=CC=CC=1)=O)=[CH:5][C:6]1[CH:7]=[C:8]2[C:12](=[CH:13][CH:14]=1)[NH:11][CH:10]=[C:9]2[C:15]#[N:16]. Product: [CH3:1][O:2][C:3](=[O:28])[CH:4]([NH2:17])[CH2:5][C:6]1[CH:7]=[C:8]2[C:12](=[CH:13][CH:14]=1)[NH:11][CH:10]=[C:9]2[C:15]#[N:16]. The catalyst class is: 19. (6) Reactant: [Cl:1][C:2]1[CH:7]=[CH:6][C:5]([C:8](=[O:19])[NH:9][CH:10]([C:13]2[CH:18]=[CH:17][CH:16]=[CH:15][CH:14]=2)[CH2:11][OH:12])=[CH:4][C:3]=1[NH:20][C:21]([C:23]1[C:46](=[O:47])[NH:45][C:26]2[N:27]=[C:28]([N:31]3[CH2:36][CH2:35][CH:34]([NH:37]C(=O)OC(C)(C)C)[CH2:33][CH2:32]3)[N:29]=[CH:30][C:25]=2[CH:24]=1)=[O:22].Cl. Product: [ClH:1].[NH2:37][CH:34]1[CH2:35][CH2:36][N:31]([C:28]2[N:29]=[CH:30][C:25]3[CH:24]=[C:23]([C:21]([NH:20][C:3]4[CH:4]=[C:5]([C:8](=[O:19])[NH:9][CH:10]([C:13]5[CH:14]=[CH:15][CH:16]=[CH:17][CH:18]=5)[CH2:11][OH:12])[CH:6]=[CH:7][C:2]=4[Cl:1])=[O:22])[C:46](=[O:47])[NH:45][C:26]=3[N:27]=2)[CH2:32][CH2:33]1. The catalyst class is: 12. (7) Reactant: [Br:1][C:2]1[N:7]=[CH:6][C:5]2[NH:8][C:9](=[O:23])[N:10]([C:11]([CH3:22])([CH3:21])[CH2:12][CH2:13][O:14]C3CCCCO3)[C:4]=2[CH:3]=1.C(=O)(O)[O-].[Na+]. Product: [Br:1][C:2]1[N:7]=[CH:6][C:5]2[NH:8][C:9](=[O:23])[N:10]([C:11]([CH3:21])([CH3:22])[CH2:12][CH2:13][OH:14])[C:4]=2[CH:3]=1. The catalyst class is: 209. (8) Reactant: [OH:1][CH2:2][CH2:3][C@@H:4]1[CH2:15][CH2:14][C:13]2[S:12][C:11]3[N:10]=[CH:9][N:8]=[C:7]([O:16][CH:17]4[CH2:22][CH2:21][CH:20]([N:23]([CH3:31])[C:24](=[O:30])[O:25][C:26]([CH3:29])([CH3:28])[CH3:27])[CH2:19][CH2:18]4)[C:6]=3[C:5]1=2.[Cr](O[Cr]([O-])(=O)=O)([O-])(=O)=[O:33].[NH+]1C=CC=CC=1.[NH+]1C=CC=CC=1. Product: [C:26]([O:25][C:24]([N:23]([CH3:31])[CH:20]1[CH2:19][CH2:18][CH:17]([O:16][C:7]2[C:6]3[C:5]4[C@H:4]([CH2:3][C:2]([OH:33])=[O:1])[CH2:15][CH2:14][C:13]=4[S:12][C:11]=3[N:10]=[CH:9][N:8]=2)[CH2:22][CH2:21]1)=[O:30])([CH3:28])([CH3:27])[CH3:29]. The catalyst class is: 3. (9) Reactant: [F:1][C:2]1[CH:17]=[CH:16][CH:15]=[C:14]([F:18])[C:3]=1[CH2:4][C:5]1[CH:6]=[C:7]([C:11](=[O:13])[CH3:12])[CH:8]=[CH:9][CH:10]=1.C[O:20][C:21]([C:23]1[CH:28]=[C:27]([O:29][CH3:30])[CH:26]=[CH:25][N:24]=1)=O.C[O-].[Na+].[NH4+].[Cl-]. Product: [F:1][C:2]1[CH:17]=[CH:16][CH:15]=[C:14]([F:18])[C:3]=1[CH2:4][C:5]1[CH:6]=[C:7]([C:11](=[O:13])[CH2:12][C:21]([C:23]2[CH:28]=[C:27]([O:29][CH3:30])[CH:26]=[CH:25][N:24]=2)=[O:20])[CH:8]=[CH:9][CH:10]=1. The catalyst class is: 1.